From a dataset of Forward reaction prediction with 1.9M reactions from USPTO patents (1976-2016). Predict the product of the given reaction. (1) Given the reactants [C:1]([O:5][C:6](=[O:19])[CH:7]=[C:8]1[CH2:13][CH2:12][CH:11]([C:14]([O:16][CH2:17][CH3:18])=[O:15])[CH2:10][CH2:9]1)([CH3:4])([CH3:3])[CH3:2], predict the reaction product. The product is: [C:1]([O:5][C:6](=[O:19])[CH2:7][CH:8]1[CH2:9][CH2:10][CH:11]([C:14]([O:16][CH2:17][CH3:18])=[O:15])[CH2:12][CH2:13]1)([CH3:3])([CH3:4])[CH3:2]. (2) The product is: [NH2:26][C:27]1[N:32]=[C:31]([NH:1][C@H:2]([C:4]2[N:9]=[C:8]3[CH:10]=[CH:11][N:12]([CH3:13])[C:7]3=[CH:6][C:5]=2[C@@H:14]2[CH2:18][CH2:17][N:16]([C:19]([O:21][C:22]([CH3:24])([CH3:23])[CH3:25])=[O:20])[CH2:15]2)[CH3:3])[C:30]([C:34]#[N:35])=[C:29]([CH3:36])[N:28]=1. Given the reactants [NH2:1][C@H:2]([C:4]1[N:9]=[C:8]2[CH:10]=[CH:11][N:12]([CH3:13])[C:7]2=[CH:6][C:5]=1[CH:14]1[CH2:18][CH2:17][N:16]([C:19]([O:21][C:22]([CH3:25])([CH3:24])[CH3:23])=[O:20])[CH2:15]1)[CH3:3].[NH2:26][C:27]1[N:32]=[C:31](Cl)[C:30]([C:34]#[N:35])=[C:29]([CH3:36])[N:28]=1.C(N(CC)CC)C, predict the reaction product. (3) The product is: [F:52][C:53]1[CH:54]=[C:55]([CH:56]=[C:57]([F:70])[C:58]=1[O:59][Si:60]([CH:61]([CH3:62])[CH3:63])([CH:67]([CH3:68])[CH3:69])[CH:64]([CH3:65])[CH3:66])[CH2:71][CH:72]([CH:4]=[CH:3][C:2]1[CH:1]=[C:8]([F:7])[CH:9]=[CH:10][C:11]=1[O:34][CH2:35][C:36]1[CH:41]=[CH:40][C:39]([C:42]2[CH:47]=[CH:46][C:45]([C:48]([F:49])([F:50])[F:51])=[CH:44][CH:43]=2)=[CH:38][CH:37]=1)[CH2:73][CH2:74][CH2:75][CH2:76][C:77]([O:79][CH2:80][CH3:81])=[O:78]. Given the reactants [CH2:1]([Li])[CH2:2][CH2:3][CH3:4].[Br-].[F:7][C:8]1[CH:9]=[CH:10][C:11]([O:34][CH2:35][C:36]2[CH:41]=[CH:40][C:39]([C:42]3[CH:47]=[CH:46][C:45]([C:48]([F:51])([F:50])[F:49])=[CH:44][CH:43]=3)=[CH:38][CH:37]=2)=C(C=1)C[P+](C1C=CC=CC=1)(C1C=CC=CC=1)C1C=CC=CC=1.[F:52][C:53]1[CH:54]=[C:55]([CH2:71][CH:72](C=O)[CH2:73][CH2:74][CH2:75][CH2:76][C:77]([O:79][CH2:80][CH3:81])=[O:78])[CH:56]=[C:57]([F:70])[C:58]=1[O:59][Si:60]([CH:67]([CH3:69])[CH3:68])([CH:64]([CH3:66])[CH3:65])[CH:61]([CH3:63])[CH3:62].[Cl-].[NH4+], predict the reaction product. (4) Given the reactants Cl.N[C:3]1([C@H:12](C)[C:13]([NH:15][CH3:16])=O)[S:7][C:6]2[CH:8]=[CH:9][CH:10]=[CH:11][C:5]=2[CH2:4]1.C([N:20]([CH2:23]C)CC)C.ClCCl.C(C1NC=CN=1)(C1NC=CN=1)=[O:29].C([O:43][CH2:44]C)(=O)C, predict the reaction product. The product is: [S:7]1[C:3]([CH2:12][CH:13]2[NH:15][C:16](=[O:29])[N:20]([CH3:23])[C:44]2=[O:43])=[CH:4][C:5]2[CH:11]=[CH:10][CH:9]=[CH:8][C:6]1=2. (5) Given the reactants C(OC([N:8]1[CH2:12][CH2:11][CH2:10][CH:9]1[C:13]1[NH:14][C:15]([C:18]2[CH:27]=[CH:26][C:25]3[C:20](=[CH:21][CH:22]=[C:23]([C:28]4[CH:33]=[CH:32][C:31]([C:34]5[NH:35][C:36]([CH:39]6[CH2:43][CH2:42][CH2:41][N:40]6[C:44](=[O:57])[CH:45]([NH:52][C:53]([O:55][CH3:56])=[O:54])[C:46]6[CH:51]=[CH:50][CH:49]=[CH:48][CH:47]=6)=[N:37][CH:38]=5)=[CH:30][CH:29]=4)[CH:24]=3)[CH:19]=2)=[CH:16][N:17]=1)=O)(C)(C)C.Cl.[CH3:59][O:60][C:61]([NH:63][CH:64]([CH2:68][CH:69]1[CH2:74][CH2:73][O:72][CH2:71][CH2:70]1)[C:65]([OH:67])=O)=[O:62].CN(C(ON1N=NC2C=CC=NC1=2)=[N+](C)C)C.F[P-](F)(F)(F)(F)F.CCN(C(C)C)C(C)C, predict the reaction product. The product is: [CH3:59][O:60][C:61](=[O:62])[NH:63][CH:64]([CH2:68][CH:69]1[CH2:74][CH2:73][O:72][CH2:71][CH2:70]1)[C:65]([N:8]1[CH2:12][CH2:11][CH2:10][CH:9]1[C:13]1[NH:14][C:15]([C:18]2[CH:27]=[CH:26][C:25]3[C:20](=[CH:21][CH:22]=[C:23]([C:28]4[CH:29]=[CH:30][C:31]([C:34]5[NH:35][C:36]([CH:39]6[CH2:43][CH2:42][CH2:41][N:40]6[C:44](=[O:57])[CH:45]([NH:52][C:53]([O:55][CH3:56])=[O:54])[C:46]6[CH:47]=[CH:48][CH:49]=[CH:50][CH:51]=6)=[N:37][CH:38]=5)=[CH:32][CH:33]=4)[CH:24]=3)[CH:19]=2)=[CH:16][N:17]=1)=[O:67].